From a dataset of NCI-60 drug combinations with 297,098 pairs across 59 cell lines. Regression. Given two drug SMILES strings and cell line genomic features, predict the synergy score measuring deviation from expected non-interaction effect. Drug 1: CC(C)NC(=O)C1=CC=C(C=C1)CNNC.Cl. Drug 2: C1CCC(C(C1)N)N.C(=O)(C(=O)[O-])[O-].[Pt+4]. Cell line: DU-145. Synergy scores: CSS=-5.43, Synergy_ZIP=-8.75, Synergy_Bliss=-21.3, Synergy_Loewe=-40.5, Synergy_HSA=-25.6.